From a dataset of Full USPTO retrosynthesis dataset with 1.9M reactions from patents (1976-2016). Predict the reactants needed to synthesize the given product. (1) Given the product [CH2:46]([C:48]1[CH:63]=[C:62]([C:64]2[N:67]=[C:11]([C:9]3[CH:8]=[C:7]([CH3:14])[CH:6]=[C:5]([CH2:1][CH:2]([CH3:3])[CH3:4])[N:10]=3)[O:13][N:65]=2)[CH:61]=[C:60]([CH3:68])[C:49]=1[O:50][CH2:51][C@@H:52]([OH:59])[CH2:53][NH:54][C:55](=[O:58])[CH2:56][OH:57])[CH3:47], predict the reactants needed to synthesize it. The reactants are: [CH2:1]([C:5]1[N:10]=[C:9]([C:11]([OH:13])=O)[CH:8]=[C:7]([CH3:14])[CH:6]=1)[CH:2]([CH3:4])[CH3:3].CCN(C(C)C)C(C)C.CN(C(ON1N=NC2C=CC=CC1=2)=[N+](C)C)C.[B-](F)(F)(F)F.[CH2:46]([C:48]1[CH:63]=[C:62]([C:64](=[NH:67])[NH:65]O)[CH:61]=[C:60]([CH3:68])[C:49]=1[O:50][CH2:51][C@@H:52]([OH:59])[CH2:53][NH:54][C:55](=[O:58])[CH2:56][OH:57])[CH3:47]. (2) Given the product [NH2:1][C@H:2]([C:19]([NH:21][C@H:22]([C:40]([N:42]1[CH2:81][CH2:80][CH2:79][C@H:43]1[C:44]([NH:46][C@H:47]([C:49]([NH:51][C@H:52]([C:69]([OH:71])=[O:70])[CH2:53][CH2:54][CH2:55][CH2:56][NH2:57])=[O:50])[CH3:48])=[O:45])=[O:41])[CH2:23][CH2:24][CH2:25][NH:26][C:27](=[NH:28])[NH2:39])=[O:20])[CH2:3][CH2:4][CH2:5][CH2:6][NH2:7], predict the reactants needed to synthesize it. The reactants are: [NH:1](C(OC(C)(C)C)=O)[C@H:2]([C:19]([NH:21][C@H:22]([C:40]([N:42]1[CH2:81][CH2:80][CH2:79][C@H:43]1[C:44]([NH:46][C@H:47]([C:49]([NH:51][C@H:52]([C:69]([O:71]CC1C=CC=CC=1)=[O:70])[CH2:53][CH2:54][CH2:55][CH2:56][NH:57]C(OCC1C=CC=CC=1Cl)=O)=[O:50])[CH3:48])=[O:45])=[O:41])[CH2:23][CH2:24][CH2:25][NH:26][C:27](=[NH:39])[NH:28]S(C1C=CC(C)=CC=1)(=O)=O)=[O:20])[CH2:3][CH2:4][CH2:5][CH2:6][NH:7]C(OCC1C=CC=CC=1Cl)=O.C1(OC)C=CC=CC=1. (3) Given the product [OH:16][CH:13]1[CH2:12][CH2:11][N:10]([C:28]2[CH:27]=[CH:26][C:25]([N:20]3[CH:21]=[CH:22][C:17]([O:16][CH:13]4[CH2:14][CH2:15][N:10]([C:7]5[N:8]=[CH:9][C:4]([CH2:1][CH2:2][CH3:3])=[CH:5][N:6]=5)[CH2:11][CH2:12]4)=[CH:18][C:19]3=[O:23])=[N:24][C:33]=2[CH3:32])[C:35]1=[O:38], predict the reactants needed to synthesize it. The reactants are: [CH2:1]([C:4]1[CH:5]=[N:6][C:7]([N:10]2[CH2:15][CH2:14][CH:13]([O:16][C:17]3[CH:22]=[CH:21][NH:20][C:19](=[O:23])[CH:18]=3)[CH2:12][CH2:11]2)=[N:8][CH:9]=1)[CH2:2][CH3:3].[N:24]1[C:33]2[C:28](=CC=C[C:32]=2O)[CH:27]=[CH:26][CH:25]=1.[C:35](=[O:38])([O-])[O-].[K+].[K+].CS(C)=O. (4) Given the product [CH3:1][N:2]1[C:10]2[C:5](=[CH:6][CH:7]=[C:8]([C:11]([F:13])([F:14])[F:12])[CH:9]=2)[C:4]([C:15]([OH:17])=[O:16])=[N:3]1, predict the reactants needed to synthesize it. The reactants are: [CH3:1][N:2]1[C:10]2[C:5](=[CH:6][CH:7]=[C:8]([C:11]([F:14])([F:13])[F:12])[CH:9]=2)[C:4]([C:15]([O:17]C)=[O:16])=[N:3]1.[OH-].[Na+].Cl. (5) Given the product [F:1][C:2]1[C:3]2[N:4]([C:8]([CH3:25])=[C:9]([CH2:11][C@@H:12]3[CH2:17][CH2:16][CH2:15][CH2:14][NH:13]3)[N:10]=2)[CH:5]=[CH:6][CH:7]=1, predict the reactants needed to synthesize it. The reactants are: [F:1][C:2]1[C:3]2[N:4]([C:8]([CH3:25])=[C:9]([CH2:11][C@@H:12]3[CH2:17][CH2:16][CH2:15][CH2:14][N:13]3C(OC(C)(C)C)=O)[N:10]=2)[CH:5]=[CH:6][CH:7]=1.C(O)(C(F)(F)F)=O. (6) Given the product [CH2:1]([O:4][CH2:5][C@H:6]1[O:10][N:9]=[C:8]([C:11]2[N:12]=[CH:13][C:14]([C:24]3[CH:23]=[CH:22][C:21]([N:34]4[CH2:38][C@H:37]([CH2:39][N:40]5[CH:44]=[CH:43][N:42]=[N:41]5)[O:36][C:35]4=[O:45])=[CH:20][C:19]=3[F:18])=[CH:15][CH:16]=2)[CH2:7]1)[CH:2]=[CH2:3], predict the reactants needed to synthesize it. The reactants are: [CH2:1]([O:4][CH2:5][C@H:6]1[O:10][N:9]=[C:8]([C:11]2[CH:16]=[CH:15][C:14](Br)=[CH:13][N:12]=2)[CH2:7]1)[CH:2]=[CH2:3].[F:18][C:19]1[CH:20]=[C:21]([N:34]2[CH2:38][C@H:37]([CH2:39][N:40]3[CH:44]=[CH:43][N:42]=[N:41]3)[O:36][C:35]2=[O:45])[CH:22]=[CH:23][C:24]=1B1OC(C)(C)C(C)(C)O1.C(=O)([O-])[O-].[K+].[K+]. (7) Given the product [OH:1][C:2]1[S:3][C:4]([C:13]([N:41]2[CH2:42][CH2:43][N:30]([C:34]3[CH:33]=[C:38]([CH:37]=[CH:36][CH:35]=3)[C:27]([NH2:18])=[O:28])[CH2:40][CH2:39]2)=[O:15])=[C:5]([C:7]2[CH:8]=[CH:9][CH:10]=[CH:11][CH:12]=2)[N:6]=1, predict the reactants needed to synthesize it. The reactants are: [OH:1][C:2]1[S:3][C:4]([C:13]([OH:15])=O)=[C:5]([C:7]2[CH:12]=[CH:11][CH:10]=[CH:9][CH:8]=2)[N:6]=1.Cl.C[N:18]([CH3:27])CCCN=C=NCC.[OH2:28].O[N:30]1[C:34]2[CH:35]=[CH:36][CH:37]=[CH:38][C:33]=2N=N1.[CH2:39]([N:41](CC)[CH2:42][CH3:43])[CH3:40].